The task is: Predict the reaction yield, written as a fraction of the theoretical maximum amount of product (1.0 means a 100% yield; for example, 0.34 means a 34% yield).. This data is from Reaction yield outcomes from USPTO patents with 853,638 reactions. (1) The reactants are Cl[CH:2]([C:14]1[CH:19]=[CH:18][CH:17]=[CH:16][CH:15]=1)[C:3]([C:5]1[C:13]2[C:8](=[CH:9][CH:10]=[CH:11][CH:12]=2)[NH:7][CH:6]=1)=[O:4].[NH2:20][C:21]1[CH:22]=[N:23][CH:24]=[CH:25][CH:26]=1.CCN(C(C)C)C(C)C. The catalyst is C(#N)C. The product is [NH:7]1[C:8]2[C:13](=[CH:12][CH:11]=[CH:10][CH:9]=2)[C:5]([C:3](=[O:4])[CH:2]([C:14]2[CH:19]=[CH:18][CH:17]=[CH:16][CH:15]=2)[NH:20][C:21]2[CH:22]=[N:23][CH:24]=[CH:25][CH:26]=2)=[CH:6]1. The yield is 0.0300. (2) The reactants are Br[C:2]1[CH:19]=[CH:18][C:5]2[CH:6]3[CH2:17][CH:8]([C:9]4[S:13][C:12]([C:14]([NH2:16])=[O:15])=[N:11][C:10]=4[C:4]=2[CH:3]=1)[CH2:7]3.[CH3:20][C:21]1[O:25][N:24]=[C:23]([C@:26]([OH:30])([C:28]#[CH:29])[CH3:27])[CH:22]=1. No catalyst specified. The product is [OH:30][C@:26]([C:23]1[CH:22]=[C:21]([CH3:20])[O:25][N:24]=1)([CH3:27])[C:28]#[C:29][C:2]1[CH:19]=[CH:18][C:5]2[CH:6]3[CH2:17][CH:8]([C:9]4[S:13][C:12]([C:14]([NH2:16])=[O:15])=[N:11][C:10]=4[C:4]=2[CH:3]=1)[CH2:7]3. The yield is 0.580. (3) The yield is 0.930. The reactants are [Cl:1][C:2]1[CH:3]=[C:4]([C:9]2([CH:15]([NH2:17])[CH3:16])[CH2:14][CH2:13][CH2:12][CH2:11][CH2:10]2)[CH:5]=[CH:6][C:7]=1[Cl:8].[CH2:18]([O:20]C=O)C. The product is [Cl:1][C:2]1[CH:3]=[C:4]([C:9]2([CH:15]([NH:17][CH:18]=[O:20])[CH3:16])[CH2:14][CH2:13][CH2:12][CH2:11][CH2:10]2)[CH:5]=[CH:6][C:7]=1[Cl:8]. No catalyst specified. (4) The reactants are [C:1]([S:5][C:6]1[CH:11]=[CH:10][C:9](B2OC(C)(C)C(C)(C)O2)=[CH:8][CH:7]=1)([CH3:4])([CH3:3])[CH3:2].Br[C:22]1[CH:32]=[CH:31][C:25]([C:26]([O:28][CH2:29][CH3:30])=[O:27])=[CH:24][CH:23]=1.C(=O)([O-])[O-].[Na+].[Na+]. The catalyst is C1C=CC([P]([Pd]([P](C2C=CC=CC=2)(C2C=CC=CC=2)C2C=CC=CC=2)([P](C2C=CC=CC=2)(C2C=CC=CC=2)C2C=CC=CC=2)[P](C2C=CC=CC=2)(C2C=CC=CC=2)C2C=CC=CC=2)(C2C=CC=CC=2)C2C=CC=CC=2)=CC=1.C1(C)C=CC=CC=1. The product is [C:1]([S:5][C:6]1[CH:7]=[CH:8][C:9]([C:22]2[CH:32]=[CH:31][C:25]([C:26]([O:28][CH2:29][CH3:30])=[O:27])=[CH:24][CH:23]=2)=[CH:10][CH:11]=1)([CH3:2])([CH3:3])[CH3:4]. The yield is 0.850. (5) The reactants are [OH:1][C:2]([C:35]1[S:36][CH:37]=[CH:38][CH:39]=1)([C:30]1[S:31][CH:32]=[CH:33][CH:34]=1)[C:3]([O:5][C@H:6]1[CH2:11][CH2:10][C@H:9]([N:12]([CH2:14][CH2:15][CH2:16][C:17]2[O:21][N:20]=[C:19]([C:22]3[CH:27]=[CH:26][C:25]([CH2:28][OH:29])=[CH:24][CH:23]=3)[N:18]=2)[CH3:13])[CH2:8][CH2:7]1)=[O:4]. The catalyst is C(Cl)(Cl)Cl.[O-2].[Mn+2]. The product is [OH:1][C:2]([C:30]1[S:31][CH:32]=[CH:33][CH:34]=1)([C:35]1[S:36][CH:37]=[CH:38][CH:39]=1)[C:3]([O:5][C@H:6]1[CH2:7][CH2:8][C@H:9]([N:12]([CH2:14][CH2:15][CH2:16][C:17]2[O:21][N:20]=[C:19]([C:22]3[CH:27]=[CH:26][C:25]([CH:28]=[O:29])=[CH:24][CH:23]=3)[N:18]=2)[CH3:13])[CH2:10][CH2:11]1)=[O:4]. The yield is 0.980.